From a dataset of HIV replication inhibition screening data with 41,000+ compounds from the AIDS Antiviral Screen. Binary Classification. Given a drug SMILES string, predict its activity (active/inactive) in a high-throughput screening assay against a specified biological target. (1) The drug is O=C1CCCc2nc(O)ccc21. The result is 0 (inactive). (2) The molecule is c1csc(-c2cc(-c3ccsc3)c(-c3ccsc3)s2)c1. The result is 0 (inactive). (3) The molecule is CCNc1ncnc2c1ncn2C1OC(CO)CC1F. The result is 0 (inactive).